Dataset: CYP1A2 inhibition data for predicting drug metabolism from PubChem BioAssay. Task: Regression/Classification. Given a drug SMILES string, predict its absorption, distribution, metabolism, or excretion properties. Task type varies by dataset: regression for continuous measurements (e.g., permeability, clearance, half-life) or binary classification for categorical outcomes (e.g., BBB penetration, CYP inhibition). Dataset: cyp1a2_veith. (1) The result is 1 (inhibitor). The molecule is COC(=O)c1nn(-c2ccc(OC)cc2)c(=O)cc1Oc1cccc(Cl)c1. (2) The drug is CCNc1ncc2nc(C)c(=O)n(CCc3ccccc3)c2n1. The result is 1 (inhibitor). (3) The molecule is COc1ccc(S(=O)(=O)NCCC(=O)NC(C)c2ccccc2)cc1. The result is 0 (non-inhibitor). (4) The compound is Cc1ccc(-n2c(O)c(/C=N/n3cnnc3)c3ccccc3c2=O)cc1. The result is 1 (inhibitor). (5) The drug is CCOC(=O)c1c(-c2ccc(-c3ccccc3)cc2)csc1NC(=O)C1C2CCC(O2)C1C(=O)O. The result is 0 (non-inhibitor). (6) The drug is CN(C)c1ccc(-c2nc(Nc3ccncc3)c3ccccc3n2)cc1. The result is 1 (inhibitor).